Dataset: Full USPTO retrosynthesis dataset with 1.9M reactions from patents (1976-2016). Task: Predict the reactants needed to synthesize the given product. (1) Given the product [C:1]([O:5][C:6](=[O:24])[C@@H:7]([NH:18][C:19](=[O:23])[C@@H:20]([NH:22][C:37](=[O:38])[C:36]1[CH:40]=[CH:41][CH:42]=[C:43]([Cl:44])[C:35]=1[Cl:34])[CH3:21])[CH2:8][C:9]1[C:17]2[C:12](=[CH:13][CH:14]=[CH:15][CH:16]=2)[NH:11][CH:10]=1)([CH3:2])([CH3:3])[CH3:4], predict the reactants needed to synthesize it. The reactants are: [C:1]([O:5][C:6](=[O:24])[C@@H:7]([NH:18][C:19](=[O:23])[C@@H:20]([NH2:22])[CH3:21])[CH2:8][C:9]1[C:17]2[C:12](=[CH:13][CH:14]=[CH:15][CH:16]=2)[NH:11][CH:10]=1)([CH3:4])([CH3:3])[CH3:2].C(N(CC)C(C)C)(C)C.[Cl:34][C:35]1[C:43]([Cl:44])=[CH:42][CH:41]=[CH:40][C:36]=1[C:37](O)=[O:38].CN(C(ON1N=NC2C=CC=NC1=2)=[N+](C)C)C.F[P-](F)(F)(F)(F)F. (2) The reactants are: Br[C:2]1[CH:7]=[CH:6][C:5]([C:8]2[C:14]3[CH:15]=[C:16]([O:21][CH3:22])[C:17]([O:19][CH3:20])=[CH:18][C:13]=3[CH2:12][CH:11]([CH3:23])[N:10]([C:24]([NH:26][CH3:27])=[O:25])[N:9]=2)=[CH:4][CH:3]=1.[NH:28]1[C:32](B(O)O)=[CH:31][CH:30]=[N:29]1.C(=O)([O-])[O-].[K+].[K+]. Given the product [CH3:20][O:19][C:17]1[C:16]([O:21][CH3:22])=[CH:15][C:14]2[C:8]([C:5]3[CH:4]=[CH:3][C:2]([C:32]4[CH:31]=[CH:30][NH:29][N:28]=4)=[CH:7][CH:6]=3)=[N:9][N:10]([C:24]([NH:26][CH3:27])=[O:25])[CH:11]([CH3:23])[CH2:12][C:13]=2[CH:18]=1, predict the reactants needed to synthesize it. (3) Given the product [CH:1]1([O:4][C:5]2[CH:6]=[C:7]([C:15]3[N:31]([CH2:32][C:45]4[CH:46]=[CH:47][CH:48]=[CH:49][CH:50]=4)[C:18]4[CH:19]=[N:20][NH:21][C:22](=[O:23])[C:17]=4[C:16]=3[OH:40])[CH:8]=[CH:9][C:10]=2[O:11][CH:12]([F:14])[F:13])[CH2:3][CH2:2]1, predict the reactants needed to synthesize it. The reactants are: [CH:1]1([O:4][C:5]2[CH:6]=[C:7]([C:15]3[N:31]([CH2:32]OCC[Si](C)(C)C)[C:18]4[CH:19]=[N:20][N:21](CC5C=CC=CC=5)[C:22](=[O:23])[C:17]=4[C:16]=3[OH:40])[CH:8]=[CH:9][C:10]=2[O:11][CH:12]([F:14])[F:13])[CH2:3][CH2:2]1.C1(O[C:45]2[CH:46]=[C:47](C3N(COCC[Si](C)(C)C)C4C=NNC(=O)C=4C=3)[CH:48]=[CH:49][C:50]=2OC(F)F)CC1. (4) Given the product [CH:1]([NH:4][S:11]([C:5]1[CH:10]=[CH:9][CH:8]=[CH:7][CH:6]=1)(=[O:13])=[O:12])([CH3:3])[CH3:2], predict the reactants needed to synthesize it. The reactants are: [CH:1]([NH2:4])([CH3:3])[CH3:2].[C:5]1([S:11](Cl)(=[O:13])=[O:12])[CH:10]=[CH:9][CH:8]=[CH:7][CH:6]=1. (5) Given the product [C:15]([O:19][C:20](=[O:21])[NH:22][CH:23]([C:24](=[O:25])[NH:14][C:9]1[CH:10]=[CH:11][CH:12]=[CH:13][C:8]=1[NH:7][C:1]1[CH:2]=[CH:3][CH:4]=[CH:5][CH:6]=1)[CH3:27])([CH3:16])([CH3:17])[CH3:18], predict the reactants needed to synthesize it. The reactants are: [C:1]1([NH:7][C:8]2[C:9]([NH2:14])=[CH:10][CH:11]=[CH:12][CH:13]=2)[CH:6]=[CH:5][CH:4]=[CH:3][CH:2]=1.[C:15]([O:19][C:20]([NH:22][CH:23]([CH3:27])[C:24](O)=[O:25])=[O:21])([CH3:18])([CH3:17])[CH3:16].Cl.CN(C)CCCN=C=NCC.CN1CCOCC1.C1C=CC2N(O)N=NC=2C=1. (6) Given the product [N:37]1([C:35]([C:31]2[N:32]=[CH:33][N:34]=[C:29]([N:3]3[CH2:4][CH2:5][CH:6]([N:9]4[C:17]5[C:12](=[N:13][CH:14]=[CH:15][CH:16]=5)[NH:11][C:10]4=[O:18])[CH2:7][CH2:8]3)[CH:30]=2)=[O:36])[C:45]2[C:40](=[CH:41][CH:42]=[CH:43][CH:44]=2)[CH:39]=[CH:38]1, predict the reactants needed to synthesize it. The reactants are: Cl.Cl.[NH:3]1[CH2:8][CH2:7][CH:6]([N:9]2[C:17]3[C:12](=[N:13][CH:14]=[CH:15][CH:16]=3)[NH:11][C:10]2=[O:18])[CH2:5][CH2:4]1.CCN(C(C)C)C(C)C.Cl[C:29]1[N:34]=[CH:33][N:32]=[C:31]([C:35]([N:37]2[C:45]3[C:40](=[CH:41][CH:42]=[CH:43][CH:44]=3)[CH:39]=[CH:38]2)=[O:36])[CH:30]=1. (7) The reactants are: C(OC([NH:8][C@H:9]([C:13]([N:15]1[CH2:23][C@H:22]([O:24][C:25]2[C:34]3[C:29](=[CH:30][CH:31]=[C:32]([CH:35]=[CH2:36])[CH:33]=3)[CH:28]=[CH:27][N:26]=2)[CH2:21][C@H:16]1[C:17]([O:19][CH3:20])=[O:18])=[O:14])[CH:10]([CH3:12])[CH3:11])=O)(C)(C)C.[ClH:37].O1CCOCC1. Given the product [ClH:37].[NH2:8][C@H:9]([C:13]([N:15]1[CH2:23][C@H:22]([O:24][C:25]2[C:34]3[C:29](=[CH:30][CH:31]=[C:32]([CH:35]=[CH2:36])[CH:33]=3)[CH:28]=[CH:27][N:26]=2)[CH2:21][C@H:16]1[C:17]([O:19][CH3:20])=[O:18])=[O:14])[CH:10]([CH3:12])[CH3:11], predict the reactants needed to synthesize it.